Dataset: Full USPTO retrosynthesis dataset with 1.9M reactions from patents (1976-2016). Task: Predict the reactants needed to synthesize the given product. (1) Given the product [Cl:7][C:8]1[CH:9]=[CH:10][C:11]([C:15]([F:16])([F:17])[F:18])=[C:12]([CH:13]=1)[O:14][CH2:20][C:21]([N:23]1[CH2:24][CH2:25][C@H:26]2[CH2:32][N:31]([C:33]([O:35][C:36]([CH3:39])([CH3:38])[CH3:37])=[O:34])[CH2:30][C@H:27]2[CH2:28][CH2:29]1)=[O:22], predict the reactants needed to synthesize it. The reactants are: C(=O)([O-])[O-].[Cs+].[Cs+].[Cl:7][C:8]1[CH:9]=[CH:10][C:11]([C:15]([F:18])([F:17])[F:16])=[C:12]([OH:14])[CH:13]=1.Br[CH2:20][C:21]([N:23]1[CH2:29][CH2:28][C@H:27]2[CH2:30][N:31]([C:33]([O:35][C:36]([CH3:39])([CH3:38])[CH3:37])=[O:34])[CH2:32][C@H:26]2[CH2:25][CH2:24]1)=[O:22]. (2) Given the product [CH:1]1([C:4]2[N:5]=[CH:6][C:7]([C:15]([N:21]3[CH2:22][C:23]([F:25])([F:24])[C:19]([F:26])([F:18])[CH2:20]3)=[O:17])=[N:8][C:9]=2[O:10][CH2:11][CH:12]2[CH2:13][CH2:14]2)[CH2:2][CH2:3]1, predict the reactants needed to synthesize it. The reactants are: [CH:1]1([C:4]2[N:5]=[CH:6][C:7]([C:15]([OH:17])=O)=[N:8][C:9]=2[O:10][CH2:11][CH:12]2[CH2:14][CH2:13]2)[CH2:3][CH2:2]1.[F:18][C:19]1([F:26])[C:23]([F:25])([F:24])[CH2:22][NH:21][CH2:20]1. (3) Given the product [CH3:11][C:10]1[C:2]([C:16]2[CH:17]=[CH:18][C:13]([NH2:12])=[N:14][CH:15]=2)=[CH:3][C:4]2[O:8][CH:7]=[N:6][C:5]=2[CH:9]=1, predict the reactants needed to synthesize it. The reactants are: Br[C:2]1[C:10]([CH3:11])=[CH:9][C:5]2[N:6]=[CH:7][O:8][C:4]=2[CH:3]=1.[NH2:12][C:13]1[CH:18]=[CH:17][C:16](B2OC(C)(C)C(C)(C)O2)=[CH:15][N:14]=1.[O-]P([O-])([O-])=O.[K+].[K+].[K+]. (4) Given the product [CH:11]1([NH:10][C:8]([C:7]2[C:2]([S:47][CH2:46][C:42]3[O:41][CH:45]=[CH:44][CH:43]=3)=[N:3][CH:4]=[CH:5][CH:6]=2)=[O:9])[CH2:16][CH2:15][CH2:14][CH2:13][CH2:12]1, predict the reactants needed to synthesize it. The reactants are: Cl[C:2]1[C:7]([C:8]([NH:10][CH:11]2[CH2:16][CH2:15][CH2:14][CH2:13][CH2:12]2)=[O:9])=[CH:6][CH:5]=[CH:4][N:3]=1.[CH:11]1([NH:10][C:8]([C:7]2[C:2](SCCC3C=CC=CN=3)=[N:3][CH:4]=[CH:5][CH:6]=2)=[O:9])[CH2:12][CH2:13][CH2:14][CH2:15][CH2:16]1.[O:41]1[CH:45]=[CH:44][CH:43]=[C:42]1[CH2:46][SH:47].C(=O)([O-])[O-].[Cs+].[Cs+].C(#N)CCC.